From a dataset of Forward reaction prediction with 1.9M reactions from USPTO patents (1976-2016). Predict the product of the given reaction. (1) Given the reactants [CH3:1][O:2][C:3]1[CH:4]=[C:5]2[C:10](=[C:11]([CH3:14])[C:12]=1[CH3:13])[N:9]([CH2:15][CH2:16][CH2:17][NH2:18])[CH2:8][C:7]1([CH2:21][CH2:20][CH2:19]1)[CH2:6]2.[C:22](O)(=[O:29])[C:23]1[CH:28]=[CH:27][CH:26]=[CH:25][CH:24]=1.C1(N=C=NC2CCCCC2)CCCCC1, predict the reaction product. The product is: [CH3:1][O:2][C:3]1[CH:4]=[C:5]2[C:10](=[C:11]([CH3:14])[C:12]=1[CH3:13])[N:9]([CH2:15][CH2:16][CH2:17][NH:18][C:22](=[O:29])[C:23]1[CH:28]=[CH:27][CH:26]=[CH:25][CH:24]=1)[CH2:8][C:7]1([CH2:19][CH2:20][CH2:21]1)[CH2:6]2. (2) The product is: [Br:1][C:2]1[CH:3]=[C:4]2[C:10]([CH2:11][OH:12])=[CH:9][N:8]([S:13]([C:16]3[CH:22]=[CH:21][C:19]([CH3:20])=[CH:18][CH:17]=3)(=[O:14])=[O:15])[C:5]2=[N:6][CH:7]=1. Given the reactants [Br:1][C:2]1[CH:3]=[C:4]2[C:10]([CH:11]=[O:12])=[CH:9][N:8]([S:13]([C:16]3[CH:22]=[CH:21][C:19]([CH3:20])=[CH:18][CH:17]=3)(=[O:15])=[O:14])[C:5]2=[N:6][CH:7]=1.[BH4-].[Na+], predict the reaction product. (3) Given the reactants C([SiH](CC)CC)C.[C:8]([OH:14])([C:10]([F:13])([F:12])[F:11])=[O:9].[C:15]([C:17]1[CH:18]=[C:19]2[C:23](=[CH:24][CH:25]=1)[N:22](C1CCCCO1)[N:21]=[C:20]2[C:32]1[N:37]=[C:36]([O:38][C@H:39]2[CH2:46][N:45](C(OC(C)(C)C)=O)[CH2:44][CH2:43][C:40]32[CH2:42][CH2:41]3)[CH:35]=[N:34][CH:33]=1)#[N:16], predict the reaction product. The product is: [F:11][C:10]([F:13])([F:12])[C:8]([OH:14])=[O:9].[CH2:42]1[C:40]2([CH2:43][CH2:44][NH:45][CH2:46][C@@H:39]2[O:38][C:36]2[N:37]=[C:32]([C:20]3[C:19]4[C:23](=[CH:24][CH:25]=[C:17]([C:15]#[N:16])[CH:18]=4)[NH:22][N:21]=3)[CH:33]=[N:34][CH:35]=2)[CH2:41]1.